This data is from Catalyst prediction with 721,799 reactions and 888 catalyst types from USPTO. The task is: Predict which catalyst facilitates the given reaction. (1) Reactant: [Cl:1][C:2]1[C:3]([NH2:9])=[N:4][CH:5]=[N:6][C:7]=1Cl.[CH2:10]([O:12][C:13](=[O:22])[CH2:14][C:15]1[CH:20]=[CH:19][C:18]([NH2:21])=[CH:17][CH:16]=1)[CH3:11].C(N(CC)C(C)C)(C)C. Product: [CH2:10]([O:12][C:13](=[O:22])[CH2:14][C:15]1[CH:16]=[CH:17][C:18]([NH:21][C:7]2[C:2]([Cl:1])=[C:3]([NH2:9])[N:4]=[CH:5][N:6]=2)=[CH:19][CH:20]=1)[CH3:11]. The catalyst class is: 51. (2) Reactant: [CH3:1][C:2]1[N:3]=[C:4]([NH:7][C:8]2[CH:13]=[C:12]([O:14][C:15]3[CH:16]=[C:17]([CH:21]=[CH:22][CH:23]=3)[C:18]([OH:20])=O)[CH:11]=[CH:10][N:9]=2)[S:5][CH:6]=1.C(N(CC)CC)C.C([Cl:36])(=O)OCC.[CH2:37]([N:39]1[CH2:44][CH2:43][NH:42][CH2:41][CH2:40]1)[CH3:38].[OH-].[Na+]. Product: [ClH:36].[ClH:36].[CH2:37]([N:39]1[CH2:44][CH2:43][N:42]([C:18]([C:17]2[CH:21]=[CH:22][CH:23]=[C:15]([O:14][C:12]3[CH:11]=[CH:10][N:9]=[C:8]([NH:7][C:4]4[S:5][CH:6]=[C:2]([CH3:1])[N:3]=4)[CH:13]=3)[CH:16]=2)=[O:20])[CH2:41][CH2:40]1)[CH3:38]. The catalyst class is: 1. (3) Reactant: [CH3:1][N:2]1[C:10]2[CH2:9][CH2:8][CH2:7][N:6](C(OC(C)(C)C)=O)[C:5]=2[CH:4]=[N:3]1.C(O)(C(F)(F)F)=O. Product: [CH3:1][N:2]1[C:10]2[CH2:9][CH2:8][CH2:7][NH:6][C:5]=2[CH:4]=[N:3]1. The catalyst class is: 2. (4) Reactant: [F:1][C:2]1[CH:3]=[C:4]([NH:9][C:10]2[CH:11]=[CH:12][C:13]3[N:18]([CH3:19])[C:17](=O)[O:16][C:15]([CH2:23][CH3:24])([CH2:21][CH3:22])[C:14]=3[CH:25]=2)[CH:5]=[CH:6][C:7]=1[F:8].COC1C=CC(P2(SP(C3C=CC(OC)=CC=3)(=S)S2)=[S:35])=CC=1. Product: [F:1][C:2]1[CH:3]=[C:4]([NH:9][C:10]2[CH:11]=[CH:12][C:13]3[N:18]([CH3:19])[C:17](=[S:35])[O:16][C:15]([CH2:23][CH3:24])([CH2:21][CH3:22])[C:14]=3[CH:25]=2)[CH:5]=[CH:6][C:7]=1[F:8]. The catalyst class is: 11. (5) Reactant: [F:1][C:2]1[CH:3]=[C:4]([CH2:8][CH2:9][NH2:10])[CH:5]=[CH:6][CH:7]=1.C1(C)C=CC=CC=1.C[Al](C)C.[F:22][C:23]1[C:24]([O:31][CH2:32][C:33]2[CH:38]=[CH:37][CH:36]=[CH:35][CH:34]=2)=[C:25]([CH:28]=[CH:29][CH:30]=1)[C:26]#[N:27]. Product: [F:22][C:23]1[C:24]([O:31][CH2:32][C:33]2[CH:34]=[CH:35][CH:36]=[CH:37][CH:38]=2)=[C:25]([C:26](=[NH:27])[NH:10][CH2:9][CH2:8][C:4]2[CH:5]=[CH:6][CH:7]=[C:2]([F:1])[CH:3]=2)[CH:28]=[CH:29][CH:30]=1. The catalyst class is: 22.